From a dataset of Forward reaction prediction with 1.9M reactions from USPTO patents (1976-2016). Predict the product of the given reaction. Given the reactants [CH2:1]([O:8][CH2:9][N:10]1[C:14]([C:15]([NH:17][CH3:18])=[O:16])=[C:13]([NH:19][C:20]2[CH:25]=[CH:24][C:23]([Cl:26])=[CH:22][C:21]=2[Cl:27])[N:12]=[C:11]1[CH2:28][CH3:29])[C:2]1[CH:7]=[CH:6][CH:5]=[CH:4][CH:3]=1.C=O.[CH3:32]C1C=CC(S(O)(=O)=O)=CC=1.O.C([O-])(O)=O.[Na+], predict the reaction product. The product is: [CH2:1]([O:8][CH2:9][N:10]1[C:14]2[C:15](=[O:16])[N:17]([CH3:32])[CH2:18][N:19]([C:20]3[CH:25]=[CH:24][C:23]([Cl:26])=[CH:22][C:21]=3[Cl:27])[C:13]=2[N:12]=[C:11]1[CH2:28][CH3:29])[C:2]1[CH:3]=[CH:4][CH:5]=[CH:6][CH:7]=1.